Dataset: NCI-60 drug combinations with 297,098 pairs across 59 cell lines. Task: Regression. Given two drug SMILES strings and cell line genomic features, predict the synergy score measuring deviation from expected non-interaction effect. (1) Drug 1: CC1=C(C=C(C=C1)NC(=O)C2=CC=C(C=C2)CN3CCN(CC3)C)NC4=NC=CC(=N4)C5=CN=CC=C5. Drug 2: CC(C)NC(=O)C1=CC=C(C=C1)CNNC.Cl. Cell line: COLO 205. Synergy scores: CSS=-8.57, Synergy_ZIP=6.31, Synergy_Bliss=2.72, Synergy_Loewe=-1.41, Synergy_HSA=-6.90. (2) Drug 1: C1=C(C(=O)NC(=O)N1)N(CCCl)CCCl. Drug 2: CN(C)C1=NC(=NC(=N1)N(C)C)N(C)C. Cell line: HCT116. Synergy scores: CSS=24.9, Synergy_ZIP=0.428, Synergy_Bliss=-2.13, Synergy_Loewe=-26.0, Synergy_HSA=-2.21. (3) Synergy scores: CSS=60.3, Synergy_ZIP=-0.517, Synergy_Bliss=-0.564, Synergy_Loewe=1.64, Synergy_HSA=2.66. Drug 2: CC1=C2C(C(=O)C3(C(CC4C(C3C(C(C2(C)C)(CC1OC(=O)C(C(C5=CC=CC=C5)NC(=O)C6=CC=CC=C6)O)O)OC(=O)C7=CC=CC=C7)(CO4)OC(=O)C)O)C)OC(=O)C. Drug 1: COC1=CC(=CC(=C1O)OC)C2C3C(COC3=O)C(C4=CC5=C(C=C24)OCO5)OC6C(C(C7C(O6)COC(O7)C8=CC=CS8)O)O. Cell line: ACHN. (4) Drug 1: CC1CCC2CC(C(=CC=CC=CC(CC(C(=O)C(C(C(=CC(C(=O)CC(OC(=O)C3CCCCN3C(=O)C(=O)C1(O2)O)C(C)CC4CCC(C(C4)OC)O)C)C)O)OC)C)C)C)OC. Drug 2: N.N.Cl[Pt+2]Cl. Cell line: A549. Synergy scores: CSS=59.1, Synergy_ZIP=1.13, Synergy_Bliss=5.63, Synergy_Loewe=4.08, Synergy_HSA=8.85. (5) Drug 1: CN1CCC(CC1)COC2=C(C=C3C(=C2)N=CN=C3NC4=C(C=C(C=C4)Br)F)OC. Drug 2: CC1=CC=C(C=C1)C2=CC(=NN2C3=CC=C(C=C3)S(=O)(=O)N)C(F)(F)F. Cell line: 786-0. Synergy scores: CSS=8.39, Synergy_ZIP=-0.615, Synergy_Bliss=0.945, Synergy_Loewe=1.97, Synergy_HSA=2.37. (6) Drug 1: C1=CN(C=N1)CC(O)(P(=O)(O)O)P(=O)(O)O. Drug 2: C1CN(CCN1C(=O)CCBr)C(=O)CCBr. Cell line: HCT116. Synergy scores: CSS=35.7, Synergy_ZIP=-1.18, Synergy_Bliss=9.18, Synergy_Loewe=5.59, Synergy_HSA=4.12. (7) Drug 1: CC1=C2C(C(=O)C3(C(CC4C(C3C(C(C2(C)C)(CC1OC(=O)C(C(C5=CC=CC=C5)NC(=O)OC(C)(C)C)O)O)OC(=O)C6=CC=CC=C6)(CO4)OC(=O)C)OC)C)OC. Drug 2: CC12CCC(CC1=CCC3C2CCC4(C3CC=C4C5=CN=CC=C5)C)O. Cell line: TK-10. Synergy scores: CSS=50.4, Synergy_ZIP=4.93, Synergy_Bliss=5.22, Synergy_Loewe=-12.7, Synergy_HSA=5.49.